Dataset: Catalyst prediction with 721,799 reactions and 888 catalyst types from USPTO. Task: Predict which catalyst facilitates the given reaction. (1) Reactant: [CH3:1][O:2][C:3](=[O:40])[NH:4][CH:5]([C:9]([N:11]1[CH2:15][CH2:14][CH2:13][CH:12]1[C:16](=[O:39])[NH:17][C:18]1[CH:19]=[C:20]([C:24]2[CH:29]=[CH:28][C:27](B3OC(C)(C)C(C)(C)O3)=[CH:26][CH:25]=2)[CH:21]=[CH:22][CH:23]=1)=[O:10])[CH:6]([CH3:8])[CH3:7].[CH3:41][O:42][C:43](=[O:68])[NH:44][CH:45]([C:49]([N:51]1[CH2:55][CH2:54][CH2:53][CH:52]1[C:56]1[NH:57][C:58]([C:61]2[CH:66]=[CH:65][C:64](Br)=[CH:63][CH:62]=2)=[CH:59][N:60]=1)=[O:50])[CH:46]([CH3:48])[CH3:47].C(=O)([O-])[O-].[K+].[K+]. Product: [CH3:1][O:2][C:3](=[O:40])[NH:4][CH:5]([C:9]([N:11]1[CH2:15][CH2:14][CH2:13][CH:12]1[C:16](=[O:39])[NH:17][C:18]1[CH:19]=[C:20]([C:24]2[CH:25]=[CH:26][C:27]([C:64]3[CH:65]=[CH:66][C:61]([C:58]4[NH:57][C:56]([CH:52]5[CH2:53][CH2:54][CH2:55][N:51]5[C:49](=[O:50])[CH:45]([NH:44][C:43]([O:42][CH3:41])=[O:68])[CH:46]([CH3:48])[CH3:47])=[N:60][CH:59]=4)=[CH:62][CH:63]=3)=[CH:28][CH:29]=2)[CH:21]=[CH:22][CH:23]=1)=[O:10])[CH:6]([CH3:8])[CH3:7]. The catalyst class is: 104. (2) Reactant: [NH2:1][C:2]1[N:9]=[C:8]([C:10]2[O:11][CH:12]=[CH:13][CH:14]=2)[C:7]([C:15]2[CH:20]=[CH:19][C:18](=O)[NH:17][CH:16]=2)=[CH:6][C:3]=1[C:4]#[N:5].C(=O)([O-])[O-].[K+].[K+].[CH2:28](I)[CH2:29][CH3:30].O. Product: [NH2:1][C:2]1[C:3]([C:4]#[N:5])=[CH:6][C:7]([C:15]2[CH:16]=[N:17][CH:18]=[CH:19][C:20]=2[CH2:28][CH2:29][CH3:30])=[C:8]([C:10]2[O:11][CH:12]=[CH:13][CH:14]=2)[N:9]=1. The catalyst class is: 9.